Predict the reactants needed to synthesize the given product. From a dataset of Full USPTO retrosynthesis dataset with 1.9M reactions from patents (1976-2016). (1) Given the product [CH3:1][C:2]1[CH:3]=[CH:4][C:5]([S:9][C:10]2[CH:11]=[CH:12][CH:13]=[CH:14][C:15]=2[N:16]2[CH2:17][CH2:18][NH:19][CH2:20][CH2:21]2)=[C:6]([CH3:8])[CH:7]=1.[CH2:22]([S:28]([O-:31])(=[O:30])=[O:29])[CH2:23][S:24]([O-:27])(=[O:26])=[O:25], predict the reactants needed to synthesize it. The reactants are: [CH3:1][C:2]1[CH:3]=[CH:4][C:5]([S:9][C:10]2[CH:11]=[CH:12][CH:13]=[CH:14][C:15]=2[N:16]2[CH2:21][CH2:20][NH:19][CH2:18][CH2:17]2)=[C:6]([CH3:8])[CH:7]=1.[CH2:22]([S:28]([OH:31])(=[O:30])=[O:29])[CH2:23][S:24]([OH:27])(=[O:26])=[O:25]. (2) The reactants are: [Cl:1][C:2]1[CH:7]=[CH:6][C:5]([C:8]2[C:14]3[CH:15]=[C:16]([O:19][CH3:20])[CH:17]=[CH:18][C:13]=3[N:12]3[C:21]([CH3:24])=[N:22][N:23]=[C:11]3[C@H:10]([CH2:25][C:26](O)=[O:27])[N:9]=2)=[CH:4][CH:3]=1.CCN=C=NCCCN(C)C.C1C=CC2N(O)N=NC=2C=1.[NH2:50][CH2:51][CH2:52][CH2:53][O:54][C:55]1[CH:56]=[CH:57][C:58]2[N:64]3[C:65]([CH3:68])=[N:66][N:67]=[C:63]3[C@H:62]([CH2:69][C:70]([NH:72][CH2:73][CH3:74])=[O:71])[N:61]=[C:60]([C:75]3[CH:80]=[CH:79][C:78]([Cl:81])=[CH:77][CH:76]=3)[C:59]=2[CH:82]=1. Given the product [Cl:81][C:78]1[CH:79]=[CH:80][C:75]([C:60]2[C:59]3[CH:82]=[C:55]([O:54][CH2:53][CH2:52][CH2:51][NH:50][C:26](=[O:27])[CH2:25][C@@H:10]4[N:9]=[C:8]([C:5]5[CH:6]=[CH:7][C:2]([Cl:1])=[CH:3][CH:4]=5)[C:14]5[CH:15]=[C:16]([O:19][CH3:20])[CH:17]=[CH:18][C:13]=5[N:12]5[C:21]([CH3:24])=[N:22][N:23]=[C:11]45)[CH:56]=[CH:57][C:58]=3[N:64]3[C:65]([CH3:68])=[N:66][N:67]=[C:63]3[C@H:62]([CH2:69][C:70]([NH:72][CH2:73][CH3:74])=[O:71])[N:61]=2)=[CH:76][CH:77]=1, predict the reactants needed to synthesize it. (3) The reactants are: C[O:2][C:3]([C:5]1[CH:10]=[C:9]([CH3:11])[C:8]([P:12]([O:22][CH2:23][C:24]2[CH:29]=[CH:28][CH:27]=[CH:26][CH:25]=2)(=[O:21])[O:13][CH2:14][C:15]2[CH:20]=[CH:19][CH:18]=[CH:17][CH:16]=2)=[C:7]([CH3:30])[C:6]=1[P:31]([O:41][CH2:42][C:43]1[CH:48]=[CH:47][CH:46]=[CH:45][CH:44]=1)(=[O:40])[O:32][CH2:33][C:34]1[CH:39]=[CH:38][CH:37]=[CH:36][CH:35]=1)=[O:4].O.[OH-].[Li+].Cl. Given the product [C:3]([C:5]1[CH:10]=[C:9]([CH3:11])[C:8]([P:12]([O:22][CH2:23][C:24]2[CH:29]=[CH:28][CH:27]=[CH:26][CH:25]=2)(=[O:21])[O:13][CH2:14][C:15]2[CH:16]=[CH:17][CH:18]=[CH:19][CH:20]=2)=[C:7]([CH3:30])[C:6]=1[P:31]([O:32][CH2:33][C:34]1[CH:35]=[CH:36][CH:37]=[CH:38][CH:39]=1)(=[O:40])[O:41][CH2:42][C:43]1[CH:44]=[CH:45][CH:46]=[CH:47][CH:48]=1)([OH:4])=[O:2], predict the reactants needed to synthesize it. (4) The reactants are: CC(C)([O-])C.[Na+].[CH3:7][N:8]([CH3:16])[C:9](=[O:15])[C:10]([O:12]CC)=O.[CH3:17][O:18][CH2:19][CH2:20][N:21]([CH3:25])[C:22](=[O:24])[CH3:23].Cl. Given the product [CH3:17][O:18][CH2:19][CH2:20][N:21]([CH3:25])[C:22](=[O:24])[CH2:23][C:10](=[O:12])[C:9]([N:8]([CH3:7])[CH3:16])=[O:15], predict the reactants needed to synthesize it. (5) Given the product [CH3:71][C:72]1[O:73][C:74]([CH3:80])=[C:75]([C:6]([N:8]2[C@H:17]([C:18]([NH:19][C@@H:20]([CH2:21][C:22]3[CH:23]=[CH:24][C:25]([C:28]4[CH:33]=[CH:32][N:31]=[C:30]([CH3:34])[C:29]=4[CH3:35])=[CH:26][CH:27]=3)[C:36]([OH:38])=[O:37])=[O:40])[CH2:16][C:15]3[CH:14]=[C:13]4[O:41][CH2:42][C@H:43]([C:45]5[CH:46]=[CH:47][C:48]([O:51][CH2:52][C:53]6[CH:60]=[CH:59][CH:58]=[C:55]([CH3:56])[CH:54]=6)=[CH:49][CH:50]=5)[O:44][C:12]4=[CH:11][C:10]=3[CH2:9]2)=[O:7])[N:76]=1, predict the reactants needed to synthesize it. The reactants are: C(O[C:6]([N:8]1[C@H:17]([C:18](=[O:40])[NH:19][C@H:20]([C:36]([O:38]C)=[O:37])[CH2:21][C:22]2[CH:27]=[CH:26][C:25]([C:28]3[CH:33]=[CH:32][N:31]=[C:30]([CH3:34])[C:29]=3[CH3:35])=[CH:24][CH:23]=2)[CH2:16][C:15]2[CH:14]=[C:13]3[O:41][CH2:42][C@H:43]([C:45]4[CH:50]=[CH:49][C:48]([OH:51])=[CH:47][CH:46]=4)[O:44][C:12]3=[CH:11][C:10]=2[CH2:9]1)=[O:7])(C)(C)C.[CH3:52][C:53]1[CH:54]=[C:55]([CH:58]=[CH:59][CH:60]=1)[CH2:56]Br.C(=O)([O-])[O-].[K+].[K+].C(Cl)CCl.[CH3:71][C:72]1[O:73][C:74]([CH3:80])=[C:75](C(O)=O)[N:76]=1. (6) Given the product [CH3:23][O:22][C:12]1[C:10]2[N:11]=[C:7]([C:5]3[NH:4][CH:3]=[C:2]([C:24]4[CH:28]=[CH:27][S:26][CH:25]=4)[N:36]=3)[S:8][C:9]=2[C:15]([N:16]2[CH2:17][CH2:18][O:19][CH2:20][CH2:21]2)=[CH:14][CH:13]=1, predict the reactants needed to synthesize it. The reactants are: O=[C:2]([C:24]1[CH:28]=[CH:27][S:26][CH:25]=1)[CH2:3][NH:4][C:5]([C:7]1[S:8][C:9]2[C:15]([N:16]3[CH2:21][CH2:20][O:19][CH2:18][CH2:17]3)=[CH:14][CH:13]=[C:12]([O:22][CH3:23])[C:10]=2[N:11]=1)=O.FC(F)(F)C([O-])=O.[NH4+:36]. (7) Given the product [Cl:7][C:8]1[CH:13]=[C:12]([CH2:14][CH2:15][O:16][CH:19]2[CH2:20][CH2:21][CH2:22][CH2:23][O:18]2)[CH:11]=[CH:10][C:9]=1[OH:17], predict the reactants needed to synthesize it. The reactants are: F[B-](F)(F)F.[Li+].[Cl:7][C:8]1[CH:13]=[C:12]([CH2:14][CH2:15][OH:16])[CH:11]=[CH:10][C:9]=1[OH:17].[O:18]1[CH:23]=[CH:22][CH2:21][CH2:20][CH2:19]1.